From a dataset of Forward reaction prediction with 1.9M reactions from USPTO patents (1976-2016). Predict the product of the given reaction. (1) Given the reactants [C:1]([NH:5][C:6]1[CH:11]=[C:10]([C:12]2[CH:17]=[CH:16][CH:15]=[CH:14][CH:13]=2)[N:9]=[C:8]([NH:18][C:19]2[CH:24]=[CH:23][C:22]([C:25]3([CH2:29]OS(C)(=O)=O)[CH2:28][CH2:27][CH2:26]3)=[CH:21][CH:20]=2)[N:7]=1)([CH3:4])([CH3:3])[CH3:2].[H-].[Al+3].[Li+].[H-].[H-].[H-], predict the reaction product. The product is: [C:1]([NH:5][C:6]1[CH:11]=[C:10]([C:12]2[CH:17]=[CH:16][CH:15]=[CH:14][CH:13]=2)[N:9]=[C:8]([NH:18][C:19]2[CH:24]=[CH:23][C:22]([C:25]3([CH3:29])[CH2:28][CH2:27][CH2:26]3)=[CH:21][CH:20]=2)[N:7]=1)([CH3:4])([CH3:2])[CH3:3]. (2) Given the reactants [Cl:1][C:2]1[C:3]([CH:32]=O)=[C:4]([O:27][C:28]([F:31])([F:30])[F:29])[CH:5]=[C:6]2[C:11]=1[NH:10][C:9](=[O:12])[N:8]([CH2:13][C:14]1[CH:19]=[C:18]([Cl:20])[CH:17]=[CH:16][C:15]=1[S:21]([CH2:24][CH3:25])(=[O:23])=[O:22])[C:7]2=[O:26].[C:34]([O:38][C:39](=[O:47])[NH:40][C@H:41]1[CH2:46][CH2:45][CH2:44][NH:43][CH2:42]1)([CH3:37])([CH3:36])[CH3:35], predict the reaction product. The product is: [C:34]([O:38][C:39](=[O:47])[NH:40][C@H:41]1[CH2:46][CH2:45][CH2:44][N:43]([CH2:32][C:3]2[C:2]([Cl:1])=[C:11]3[C:6]([C:7](=[O:26])[N:8]([CH2:13][C:14]4[CH:19]=[C:18]([Cl:20])[CH:17]=[CH:16][C:15]=4[S:21]([CH2:24][CH3:25])(=[O:22])=[O:23])[C:9](=[O:12])[NH:10]3)=[CH:5][C:4]=2[O:27][C:28]([F:30])([F:31])[F:29])[CH2:42]1)([CH3:37])([CH3:35])[CH3:36]. (3) The product is: [N-:1]=[C:10]=[O:16].[N-:1]=[C:10]=[O:16].[C:22]1([CH2:28][C:6]2[CH:5]=[CH:13][CH:12]=[CH:11][CH:10]=2)[CH:27]=[CH:26][CH:25]=[CH:24][CH:23]=1. Given the reactants [NH:1]([CH2:5][CH2:6]O)CCO.II.[C:10]1(=[O:16])O[C:13](=O)[CH:12]=[CH:11]1.S(=O)(=O)(O)O.[C:22]1([CH3:28])[CH:27]=[CH:26][CH:25]=[CH:24][CH:23]=1, predict the reaction product.